This data is from Experimentally validated miRNA-target interactions with 360,000+ pairs, plus equal number of negative samples. The task is: Binary Classification. Given a miRNA mature sequence and a target amino acid sequence, predict their likelihood of interaction. (1) The miRNA is hsa-miR-3940-3p with sequence CAGCCCGGAUCCCAGCCCACUU. The protein sequence of the target gene is MEVGGDTAAPAPGGAEDLEDTQFPSEEAREGGGVHAVPPDPEDEGLEETGSKDKDQPPSPSPPPQSEALSSTSRLWSPAAPENSPTCSPESSSGGQGGDPSDEEWRSQRKHVFVLSEAGKPIYSRYGSVEALSATMGVMTALVSFVQSAGDAIRAIYAEDHKLVFLQQGPLLLVAMSRTSQSAAQLRGELLAVHAQIVSTLTRASVARIFAHKQNYDLRRLLAGSERTLDRLLDSMEQDPGALLLGAVRCVPLARPLRDALGALLRRCTAPGLALSVLAVGGRLITAAQERNVLAECRLD.... Result: 1 (interaction). (2) The miRNA is hsa-miR-96-5p with sequence UUUGGCACUAGCACAUUUUUGCU. The protein sequence of the target gene is MSPGSRGRPRQRLEDRGLMKPPSLSKRRLLPRVQFLPLLLLALAMGLAFYIVWNSWHPGVEEMSRSRDLRVPLIGSLSEAKLRLVVGQLDPQRLWGTFLRPLLIVRPPGSSGNLQVRKFLEATLQSLSAGWHVELDPFTASTPLGPLDFGNVVATLDPGAARHLTLACHYDSKFFPPGLPPFVGATDSAVPCALLLELVQALDAMLSRIKQQAAPVTLQLLFLDGEEALKEWGPKDSLYGSRHLAQIMESIPHSPGPTRIQAIELFVLLDLLGASSPIFFSHFPRTARWFQRLRSIEKRL.... Result: 0 (no interaction).